Dataset: Reaction yield outcomes from USPTO patents with 853,638 reactions. Task: Predict the reaction yield, written as a fraction of the theoretical maximum amount of product (1.0 means a 100% yield; for example, 0.34 means a 34% yield). (1) The reactants are [C:1]([O:5][C:6]([N:8]1[CH2:13][CH2:12][CH:11]([C:14]2[CH:19]=[CH:18][C:17]([NH2:20])=[CH:16][N:15]=2)[CH2:10][CH2:9]1)=[O:7])([CH3:4])([CH3:3])[CH3:2].[Br:21]N1C(=O)CCC1=O. The catalyst is C(Cl)Cl. The product is [C:1]([O:5][C:6]([N:8]1[CH2:9][CH2:10][CH:11]([C:14]2[CH:19]=[CH:18][C:17]([NH2:20])=[C:16]([Br:21])[N:15]=2)[CH2:12][CH2:13]1)=[O:7])([CH3:4])([CH3:2])[CH3:3]. The yield is 0.740. (2) The yield is 0.620. The reactants are [C:1]([C:5]1[C:6]2[CH:7]=[C:8]([CH3:29])[C:9]([NH:17][C:18]3[CH:28]=[CH:27][C:21]([C:22]([O:24][CH2:25][CH3:26])=[O:23])=[CH:20][CH:19]=3)=[CH:10][C:11]=2[C:12]([CH3:16])([CH3:15])[CH2:13][CH:14]=1)([CH3:4])([CH3:3])[CH3:2].[CH:30](=O)[CH3:31]. No catalyst specified. The product is [CH2:30]([N:17]([C:9]1[C:8]([CH3:29])=[CH:7][C:6]2[C:5]([C:1]([CH3:2])([CH3:3])[CH3:4])=[CH:14][CH2:13][C:12]([CH3:15])([CH3:16])[C:11]=2[CH:10]=1)[C:18]1[CH:19]=[CH:20][C:21]([C:22]([O:24][CH2:25][CH3:26])=[O:23])=[CH:27][CH:28]=1)[CH3:31]. (3) The catalyst is O1CCOCC1. The product is [C:1]1([CH:7]=[CH:8][CH:9]([OH:15])[CH3:10])[CH:6]=[CH:5][CH:4]=[CH:3][CH:2]=1. The yield is 0.968. The reactants are [C:1]1([CH:7](O)[CH:8]=[CH:9][CH3:10])[CH:6]=[CH:5][CH:4]=[CH:3][CH:2]=1.Cl.CC[O:15]CC.C(=O)(O)[O-].[Na+]. (4) The reactants are C(O[C:4](=[O:21])[C:5](=[C:11]([S:19][CH3:20])[NH:12][C:13]1[CH:18]=[CH:17][CH:16]=[CH:15][CH:14]=1)[C:6]([O:8][CH2:9][CH3:10])=[O:7])C. The catalyst is ClC1C=CC=CC=1Cl. The product is [CH2:9]([O:8][C:6]([C:5]1[C:11]([S:19][CH3:20])=[N:12][C:13]2[C:14]([C:4]=1[OH:21])=[CH:15][CH:16]=[CH:17][CH:18]=2)=[O:7])[CH3:10]. The yield is 0.350. (5) The reactants are [F:1][C:2]1[CH:3]=[C:4]([CH:9]2[S:14][CH2:13][CH2:12][CH2:11][S:10]2)[CH:5]=[C:6]([F:8])[CH:7]=1.[Li]CCCC.[F:20][CH:21]([F:31])[O:22][C:23]1[CH:24]=[C:25]([CH:28]=[CH:29][CH:30]=1)[CH:26]=[O:27]. The catalyst is C1COCC1. The product is [F:20][CH:21]([F:31])[O:22][C:23]1[CH:24]=[C:25]([CH:26]([C:9]2([C:4]3[CH:5]=[C:6]([F:8])[CH:7]=[C:2]([F:1])[CH:3]=3)[S:10][CH2:11][CH2:12][CH2:13][S:14]2)[OH:27])[CH:28]=[CH:29][CH:30]=1. The yield is 0.570. (6) The reactants are [CH:1]1([S:4]([C:7]2[CH:12]=[CH:11][C:10]([CH:13]([CH2:18][CH:19]3[CH2:24][CH2:23][O:22][CH2:21][CH2:20]3)[C:14](=[O:17])[CH:15]=[CH2:16])=[CH:9][CH:8]=2)(=[O:6])=[O:5])[CH2:3][CH2:2]1.[F:25][C:26]1[CH:27]=[CH:28][C:29]([CH:32]=[O:33])=[N:30][CH:31]=1.C(N(CC)CC)C. The catalyst is C(O)C.[Cl-].C([N+]1C(C)=C(CCO)SC=1)C1C=CC=CC=1.C(OCC)(=O)C. The yield is 0.160. The product is [CH:1]1([S:4]([C:7]2[CH:8]=[CH:9][C:10]([CH:13]([CH2:18][CH:19]3[CH2:24][CH2:23][O:22][CH2:21][CH2:20]3)[C:14](=[O:17])[CH2:15][CH2:16][C:32]([C:29]3[CH:28]=[CH:27][C:26]([F:25])=[CH:31][N:30]=3)=[O:33])=[CH:11][CH:12]=2)(=[O:6])=[O:5])[CH2:3][CH2:2]1. (7) The reactants are [F:1][C:2]([F:27])([C:20]1[CH:25]=[CH:24][C:23]([F:26])=[CH:22][N:21]=1)[CH2:3][N:4]1[CH2:9][CH2:8][CH:7]([NH:10][C:11]2[C:12]3[CH:19]=[CH:18][NH:17][C:13]=3[N:14]=[CH:15][N:16]=2)[CH2:6][CH2:5]1.[ClH:28].CO. The catalyst is CO. The product is [ClH:28].[F:27][C:2]([F:1])([C:20]1[CH:25]=[CH:24][C:23]([F:26])=[CH:22][N:21]=1)[CH2:3][N:4]1[CH2:9][CH2:8][CH:7]([NH:10][C:11]2[C:12]3[CH:19]=[CH:18][NH:17][C:13]=3[N:14]=[CH:15][N:16]=2)[CH2:6][CH2:5]1. The yield is 0.980.